Dataset: Forward reaction prediction with 1.9M reactions from USPTO patents (1976-2016). Task: Predict the product of the given reaction. (1) Given the reactants [C:1]1([N:7]=[N+]=[N-])[CH:6]=[CH:5][CH:4]=[CH:3][CH:2]=1.C1(P(C2C=CC=CC=2)CCP(C2C=CC=CC=2)C2C=CC=CC=2)C=CC=CC=1.[NH2:38][C:39]1[CH:44]=[CH:43][CH:42]=[CH:41][CH:40]=1.C1C[O:48][CH2:47]C1, predict the reaction product. The product is: [CH:4]1[CH:3]=[CH:2][C:1]([NH:7][C:47]([NH:38][C:39]2[CH:44]=[CH:43][CH:42]=[CH:41][CH:40]=2)=[O:48])=[CH:6][CH:5]=1. (2) Given the reactants [Si]([O:8][CH2:9][C:10]1[CH:11]=[C:12]([NH:20][C:21]([N:23]2[C:31]3[C:26](=[CH:27][C:28]([O:32][C:33]4[C:34]5[CH2:42][CH2:41][N:40]([C:43]([O:45][C:46]([CH3:49])([CH3:48])[CH3:47])=[O:44])[CH2:39][C:35]=5[N:36]=[CH:37][N:38]=4)=[CH:29][CH:30]=3)[CH:25]=[CH:24]2)=[O:22])[CH:13]=[C:14]([C:16]([F:19])([F:18])[F:17])[CH:15]=1)(C(C)(C)C)(C)C, predict the reaction product. The product is: [OH:8][CH2:9][C:10]1[CH:11]=[C:12]([NH:20][C:21]([N:23]2[C:31]3[C:26](=[CH:27][C:28]([O:32][C:33]4[C:34]5[CH2:42][CH2:41][N:40]([C:43]([O:45][C:46]([CH3:49])([CH3:48])[CH3:47])=[O:44])[CH2:39][C:35]=5[N:36]=[CH:37][N:38]=4)=[CH:29][CH:30]=3)[CH:25]=[CH:24]2)=[O:22])[CH:13]=[C:14]([C:16]([F:19])([F:17])[F:18])[CH:15]=1. (3) Given the reactants [NH2:1][C:2]1[CH:3]=[C:4]([CH:8]2[C:17]([CH3:19])([CH3:18])[CH2:16][C:15]3[C:10](=[CH:11][CH:12]=[C:13]([C:20]([OH:22])=[O:21])[CH:14]=3)[NH:9]2)[CH:5]=[CH:6][CH:7]=1.C(N(CC)CC)C.[N:30]([CH2:33][C:34]1[CH:39]=[CH:38][CH:37]=[CH:36][CH:35]=1)=[C:31]=[O:32], predict the reaction product. The product is: [CH2:33]([NH:30][C:31](=[O:32])[NH:1][C:2]1[CH:3]=[C:4]([CH:8]2[C:17]([CH3:18])([CH3:19])[CH2:16][C:15]3[C:10](=[CH:11][CH:12]=[C:13]([C:20]([OH:22])=[O:21])[CH:14]=3)[NH:9]2)[CH:5]=[CH:6][CH:7]=1)[C:34]1[CH:39]=[CH:38][CH:37]=[CH:36][CH:35]=1. (4) Given the reactants [CH3:1][O:2][C:3]1([C:9]2[N:14]=[CH:13][CH:12]=[CH:11][CH:10]=2)[CH2:8][CH2:7][O:6][CH2:5][CH2:4]1.F.F.F.C(N(CC)CC)C.C1C[O:28][CH2:27]C1, predict the reaction product. The product is: [CH3:1][O:2][C:3]1([C:9]2[N:14]=[C:13]([CH2:27][OH:28])[CH:12]=[CH:11][CH:10]=2)[CH2:8][CH2:7][O:6][CH2:5][CH2:4]1. (5) The product is: [F:21][C:20]([F:23])([F:22])[S:17]([O:6][C@@H:4]1[CH2:5][O:1][C@@H:2]2[C@H:9]([O:10][S:17]([C:20]([F:21])([F:22])[F:23])(=[O:18])=[O:19])[CH2:8][O:7][C@H:3]12)(=[O:19])=[O:18]. Given the reactants [O:1]1[CH2:5][C@@H:4]([OH:6])[C@H:3]2[O:7][CH2:8][C@@H:9]([OH:10])[C@@H:2]12.N1C=CC=CC=1.[S:17](O[S:17]([C:20]([F:23])([F:22])[F:21])(=[O:19])=[O:18])([C:20]([F:23])([F:22])[F:21])(=[O:19])=[O:18], predict the reaction product.